This data is from Catalyst prediction with 721,799 reactions and 888 catalyst types from USPTO. The task is: Predict which catalyst facilitates the given reaction. (1) Reactant: [CH3:1][C:2]1[C:10]2[N:9]=[C:8]([C:11]3[CH:16]=[CH:15][CH:14]=[CH:13][C:12]=3[N+]([O-])=O)[N:7]([CH2:20][CH:21]([OH:23])[CH3:22])[C:6]=2[CH:5]=[CH:4][CH:3]=1.[H-].[Na+]. Product: [CH3:22][CH:21]1[CH2:20][N:7]2[C:8](=[N:9][C:10]3[C:2]([CH3:1])=[CH:3][CH:4]=[CH:5][C:6]=32)[C:11]2[CH:16]=[CH:15][CH:14]=[CH:13][C:12]=2[O:23]1. The catalyst class is: 3. (2) Reactant: N(C(C)(C)C#N)=N[C:3](C)(C)C#N.[CH3:13][C:14]([C:16]([O:18][CH2:19][CH2:20][CH2:21][Si:22](OC)([O:25][CH3:26])[O:23][CH3:24])=[O:17])=[CH2:15]. Product: [C:16]([O:18][CH2:19][CH2:20][CH2:21][Si:22]([CH3:3])([O:25][CH3:26])[O:23][CH3:24])(=[O:17])[C:14]([CH3:13])=[CH2:15]. The catalyst class is: 11. (3) The catalyst class is: 2. Reactant: N1C=CC=C(C[C:8]2[N:16]=[CH:15][CH:14]=[CH:13][C:9]=2[C:10]([NH2:12])=[O:11])C=1.[N:17]1[CH:22]=[CH:21][CH:20]=[CH:19][CH:18]=1.Cl.[C:24](Cl)(=O)C1C=CC=NC=1.C(Cl)Cl.CO. Product: [N:17]1[CH:22]=[CH:21][CH:20]=[CH:19][C:18]=1[CH2:24][NH:12][C:10](=[O:11])[C:9]1[CH:13]=[CH:14][CH:15]=[N:16][CH:8]=1.